From a dataset of Forward reaction prediction with 1.9M reactions from USPTO patents (1976-2016). Predict the product of the given reaction. (1) Given the reactants [C:1]([C:4]1[CH:5]=[CH:6][C:7]([NH:12][C@H:13]2[CH2:18][CH2:17][C@H:16]([NH:19]C(=O)OC(C)(C)C)[CH2:15][CH2:14]2)=[N:8][C:9]=1[O:10][CH3:11])(=[O:3])[NH2:2].[ClH:27], predict the reaction product. The product is: [ClH:27].[ClH:27].[NH2:19][C@H:16]1[CH2:15][CH2:14][C@H:13]([NH:12][C:7]2[CH:6]=[CH:5][C:4]([C:1]([NH2:2])=[O:3])=[C:9]([O:10][CH3:11])[N:8]=2)[CH2:18][CH2:17]1. (2) Given the reactants [C:9](O[C:9]([O:11][C:12]([CH3:15])([CH3:14])[CH3:13])=[O:10])([O:11][C:12]([CH3:15])([CH3:14])[CH3:13])=[O:10].C(=O)([O-])O.[Na+].[Br:21][C:22]1[CH:30]=[C:29]2[C:25]([CH2:26][C:27](=[O:31])[NH:28]2)=[CH:24][CH:23]=1, predict the reaction product. The product is: [Br:21][C:22]1[CH:30]=[C:29]2[C:25]([CH2:26][C:27](=[O:31])[N:28]2[C:9]([O:11][C:12]([CH3:13])([CH3:14])[CH3:15])=[O:10])=[CH:24][CH:23]=1. (3) Given the reactants [OH-].[Na+].C[O:4][C:5](=[O:31])[CH2:6][O:7][C:8]1[CH:9]=[C:10]2[C:15](=[C:16]3[CH2:20][C:19]([CH3:22])([CH3:21])[O:18][C:17]=13)[C:14]([C:23]1[CH:28]=[CH:27][CH:26]=[CH:25][CH:24]=1)=[N:13][C:12]([CH3:30])([CH3:29])[CH2:11]2.[ClH:32].C(OCC)(=O)C, predict the reaction product. The product is: [ClH:32].[CH3:29][C:12]1([CH3:30])[CH2:11][C:10]2[C:15](=[C:16]3[CH2:20][C:19]([CH3:21])([CH3:22])[O:18][C:17]3=[C:8]([O:7][CH2:6][C:5]([OH:31])=[O:4])[CH:9]=2)[C:14]([C:23]2[CH:24]=[CH:25][CH:26]=[CH:27][CH:28]=2)=[N:13]1. (4) The product is: [CH3:13][CH:23]([CH3:24])[CH2:22][CH2:21][O:25][CH2:26][C:27](=[O:28])[CH:10]([C:7]1[CH:6]=[CH:5][C:4]([N+:1]([O-:3])=[O:2])=[CH:9][CH:8]=1)[C:11]#[N:12]. Given the reactants [N+:1]([C:4]1[CH:9]=[CH:8][C:7]([CH2:10][C:11]#[N:12])=[CH:6][CH:5]=1)([O-:3])=[O:2].[CH3:13]CN(CC)CC.C[CH:21]([O:25][CH2:26][C:27](Cl)=[O:28])[CH2:22][CH2:23][CH3:24], predict the reaction product. (5) Given the reactants Cl.[CH3:2][C:3]1[C:8]2[NH:9][C:10]([C@:12]3([CH3:17])[CH2:16][CH2:15][CH2:14][NH:13]3)=[N:11][C:7]=2[CH:6]=[CH:5][CH:4]=1.CCN(C(C)C)C(C)C.[CH3:27][C:28]1[S:29][C:30]([C:36]2[CH:41]=[CH:40][CH:39]=[CH:38][CH:37]=2)=[C:31]([C:33](O)=[O:34])[N:32]=1.CN(C(ON1N=NC2C=CC=NC1=2)=[N+](C)C)C.F[P-](F)(F)(F)(F)F, predict the reaction product. The product is: [CH3:17][C@@:12]1([C:10]2[NH:9][C:8]3[C:3]([CH3:2])=[CH:4][CH:5]=[CH:6][C:7]=3[N:11]=2)[CH2:16][CH2:15][CH2:14][N:13]1[C:33]([C:31]1[N:32]=[C:28]([CH3:27])[S:29][C:30]=1[C:36]1[CH:37]=[CH:38][CH:39]=[CH:40][CH:41]=1)=[O:34]. (6) Given the reactants [Br:1][C:2]1[CH:7]=[CH:6][C:5]([C:8]2[O:12][C:11]([NH:13][C:14]3[C:23]4[CH2:22][C:21]([O:24]CC)=[CH:20][CH2:19][C:18]=4[CH:17]=[CH:16][CH:15]=3)=[N:10][CH:9]=2)=[CH:4][CH:3]=1.C(OC1CC2C(NC3OC(C4C=CC(C(F)(F)F)=CC=4)=CN=3)=CC=CC=2CC=1)C, predict the reaction product. The product is: [Br:1][C:2]1[CH:7]=[CH:6][C:5]([C:8]2[O:12][C:11]([NH:13][C:14]3[CH:15]=[CH:16][CH:17]=[C:18]4[C:23]=3[CH2:22][C:21](=[O:24])[CH2:20][CH2:19]4)=[N:10][CH:9]=2)=[CH:4][CH:3]=1. (7) Given the reactants C(=O)([O-])[O-].[Na+].[Na+].COCCOC.[F:13][C:14]1[CH:19]=[C:18](I)[CH:17]=[CH:16][N:15]=1.[CH:21]1[C:30]2[C:25](=[CH:26][CH:27]=[CH:28][CH:29]=2)[CH:24]=[CH:23][C:22]=1B(O)O, predict the reaction product. The product is: [F:13][C:14]1[CH:19]=[C:18]([C:23]2[CH:22]=[CH:21][C:30]3[C:25](=[CH:26][CH:27]=[CH:28][CH:29]=3)[CH:24]=2)[CH:17]=[CH:16][N:15]=1. (8) Given the reactants [F:1][CH:2]1[C:13]([Br:15])(C)[CH:12]=[CH:11][CH:10]=[C:3]1[C:4](N(OC)C)=[O:5].[CH3:16][O:17][C:18]1[CH:23]=[CH:22][C:21]([Mg]Br)=[CH:20][CH:19]=1, predict the reaction product. The product is: [Br:15][C:13]1[C:2]([F:1])=[C:3]([C:4]([C:21]2[CH:22]=[CH:23][C:18]([O:17][CH3:16])=[CH:19][CH:20]=2)=[O:5])[CH:10]=[CH:11][CH:12]=1. (9) Given the reactants [CH3:1][C:2]1[CH:7]=[CH:6][C:5]([C:8]2[O:9][C:10]([CH3:13])=[N:11][N:12]=2)=[CH:4][C:3]=1[C:14]1[CH:19]=[CH:18][C:17]([C:20]([OH:22])=O)=[CH:16][CH:15]=1.C1C=CC2N(O)N=NC=2C=1.Cl.CN(C)CCCN=C=NCC.[CH2:45]([NH2:49])[CH:46]([CH3:48])[CH3:47], predict the reaction product. The product is: [CH2:45]([NH:49][C:20]([C:17]1[CH:16]=[CH:15][C:14]([C:3]2[CH:4]=[C:5]([C:8]3[O:9][C:10]([CH3:13])=[N:11][N:12]=3)[CH:6]=[CH:7][C:2]=2[CH3:1])=[CH:19][CH:18]=1)=[O:22])[CH:46]([CH3:48])[CH3:47]. (10) Given the reactants [F:1][C:2]1[CH:3]=[C:4]([CH:33]=[CH:34][CH:35]=1)[CH2:5][N:6]1[C:14]2[C:9](=[CH:10][C:11]([NH:15][C:16]3[C:25]4[C:20](=[CH:21][CH:22]=[CH:23][C:24]=4[O:26][C@@H:27]([CH3:32])[C:28]([O:30]C)=O)[N:19]=[CH:18][N:17]=3)=[CH:12][CH:13]=2)[CH:8]=[N:7]1.[CH3:36][NH2:37], predict the reaction product. The product is: [F:1][C:2]1[CH:3]=[C:4]([CH:33]=[CH:34][CH:35]=1)[CH2:5][N:6]1[C:14]2[C:9](=[CH:10][C:11]([NH:15][C:16]3[C:25]4[C:20](=[CH:21][CH:22]=[CH:23][C:24]=4[O:26][C@@H:27]([CH3:32])[C:28]([NH:37][CH3:36])=[O:30])[N:19]=[CH:18][N:17]=3)=[CH:12][CH:13]=2)[CH:8]=[N:7]1.